Dataset: Peptide-MHC class II binding affinity with 134,281 pairs from IEDB. Task: Regression. Given a peptide amino acid sequence and an MHC pseudo amino acid sequence, predict their binding affinity value. This is MHC class II binding data. The peptide sequence is GLSGEPKGGAESSSK. The MHC is HLA-DQA10101-DQB10501 with pseudo-sequence HLA-DQA10101-DQB10501. The binding affinity (normalized) is 0.125.